Dataset: Full USPTO retrosynthesis dataset with 1.9M reactions from patents (1976-2016). Task: Predict the reactants needed to synthesize the given product. (1) Given the product [ClH:25].[ClH:25].[CH3:1][NH:2][CH:10]1[CH2:15][CH2:14][N:13]([C:16]2[CH:21]=[CH:20][N:19]=[CH:18][N:17]=2)[CH2:12][CH2:11]1, predict the reactants needed to synthesize it. The reactants are: [CH3:1][N:2]([CH:10]1[CH2:15][CH2:14][N:13]([C:16]2[CH:21]=[CH:20][N:19]=[CH:18][N:17]=2)[CH2:12][CH2:11]1)C(=O)OC(C)(C)C.C([Cl:25])(=O)C. (2) Given the product [CH3:1][CH:2]([CH2:16][CH2:17][CH2:18][CH:19]([CH3:26])[CH2:20][CH2:21][CH2:22][CH:23]([CH3:25])[CH3:24])[CH2:3][CH2:4][CH2:5][CH2:6][O:7][CH2:8][C:9]([CH2:12][OH:13])([CH2:14][OH:15])[CH2:10][OH:11].[OH2:7], predict the reactants needed to synthesize it. The reactants are: [CH3:1][CH:2]([CH2:16][CH2:17][CH2:18][CH:19]([CH3:26])[CH2:20][CH2:21][CH2:22][CH:23]([CH3:25])[CH3:24])[CH2:3][CH2:4][CH2:5][CH2:6][O:7][CH2:8][C:9]([CH2:14][OH:15])([CH2:12][OH:13])[CH2:10][OH:11]. (3) Given the product [CH:25]1([CH2:28][NH:29][C:19](=[O:21])[C:18]2[CH:22]=[CH:23][C:15]([O:14][CH2:13][C:12]3[N:8]([C:3]4[CH:4]=[CH:5][CH:6]=[CH:7][C:2]=4[F:1])[N:9]=[N:10][C:11]=3[CH3:24])=[N:16][CH:17]=2)[CH2:27][CH2:26]1, predict the reactants needed to synthesize it. The reactants are: [F:1][C:2]1[CH:7]=[CH:6][CH:5]=[CH:4][C:3]=1[N:8]1[C:12]([CH2:13][O:14][C:15]2[CH:23]=[CH:22][C:18]([C:19]([OH:21])=O)=[CH:17][N:16]=2)=[C:11]([CH3:24])[N:10]=[N:9]1.[CH:25]1([CH2:28][NH2:29])[CH2:27][CH2:26]1.